From a dataset of Full USPTO retrosynthesis dataset with 1.9M reactions from patents (1976-2016). Predict the reactants needed to synthesize the given product. (1) Given the product [Cl:1][C:2]1[CH:15]=[CH:14][C:5]([CH2:6][N:7]2[CH2:12][CH:11]3[CH2:13][CH:8]2[CH2:9][N:10]3[C:26](=[O:27])[CH2:25][N:22]2[C:23]([CH3:24])=[C:19]([Cl:18])[C:20]([C:29]([F:32])([F:31])[F:30])=[N:21]2)=[CH:4][C:3]=1[O:16][CH3:17], predict the reactants needed to synthesize it. The reactants are: [Cl:1][C:2]1[CH:15]=[CH:14][C:5]([CH2:6][N:7]2[CH2:12][CH:11]3[CH2:13][CH:8]2[CH2:9][NH:10]3)=[CH:4][C:3]=1[O:16][CH3:17].[Cl:18][C:19]1[C:20]([C:29]([F:32])([F:31])[F:30])=[N:21][N:22]([CH2:25][C:26](O)=[O:27])[C:23]=1[CH3:24].C(N(CC)CC)C.C(P1(=O)OP(CCC)(=O)OP(CCC)(=O)O1)CC. (2) Given the product [Cl:1][C:2]1[CH:10]=[CH:9][C:8]([C:11]2[C:12]([C@@H:24]([NH:34][C:35](=[O:52])[CH2:36][N:37]3[C:41]4[C:42]([F:46])([F:47])[C@@H:43]5[CH2:45][C@@H:44]5[C:40]=4[C:39]([C:48]([F:49])([F:50])[F:51])=[N:38]3)[CH2:25][C:26]3[CH:27]=[C:28]([F:33])[CH:29]=[C:30]([F:32])[CH:31]=3)=[N:13][C:14]([C:17]#[C:18][C:19]3([OH:23])[CH2:62][CH2:63][O:64][CH2:65][CH2:20]3)=[CH:15][CH:16]=2)=[C:7]2[C:3]=1[C:4]([NH:54][S:55]([CH3:58])(=[O:56])=[O:57])=[N:5][N:6]2[CH3:53], predict the reactants needed to synthesize it. The reactants are: [Cl:1][C:2]1[CH:10]=[CH:9][C:8]([C:11]2[C:12]([C@@H:24]([NH:34][C:35](=[O:52])[CH2:36][N:37]3[C:41]4[C:42]([F:47])([F:46])[C@@H:43]5[CH2:45][C@@H:44]5[C:40]=4[C:39]([C:48]([F:51])([F:50])[F:49])=[N:38]3)[CH2:25][C:26]3[CH:31]=[C:30]([F:32])[CH:29]=[C:28]([F:33])[CH:27]=3)=[N:13][C:14]([C:17]#[C:18][C:19]3([OH:23])CO[CH2:20]3)=[CH:15][CH:16]=2)=[C:7]2[C:3]=1[C:4]([NH:54][S:55]([CH3:58])(=[O:57])=[O:56])=[N:5][N:6]2[CH3:53].C(C1(O)C[CH2:65][O:64][CH2:63][CH2:62]1)#C.CCCC[N+](CCCC)(CCCC)CCCC.[F-]. (3) Given the product [Cl:1][C:2]1[N:6]2[CH:7]=[C:8]([C:15]3[NH:16][CH:17]=[CH:18][CH:19]=3)[CH:9]=[C:10]([C:11]([F:12])([F:13])[F:14])[C:5]2=[N:4][C:3]=1[C:27]([N:29]1[CH2:30][CH2:31][CH:32]([N:35]2[CH2:39][CH2:38][O:37][C:36]2=[O:40])[CH2:33][CH2:34]1)=[O:28], predict the reactants needed to synthesize it. The reactants are: [Cl:1][C:2]1[N:6]2[CH:7]=[C:8]([C:15]3[N:16](C(OC(C)(C)C)=O)[CH:17]=[CH:18][CH:19]=3)[CH:9]=[C:10]([C:11]([F:14])([F:13])[F:12])[C:5]2=[N:4][C:3]=1[C:27]([N:29]1[CH2:34][CH2:33][CH:32]([N:35]2[CH2:39][CH2:38][O:37][C:36]2=[O:40])[CH2:31][CH2:30]1)=[O:28].CO.N. (4) Given the product [Br:13][CH2:11][C:10]([C:8]1[CH:7]=[CH:6][C:5]2[O:1][CH2:2][CH2:3][C:4]=2[CH:9]=1)=[O:12], predict the reactants needed to synthesize it. The reactants are: [O:1]1[C:5]2[CH:6]=[CH:7][C:8]([C:10](=[O:12])[CH3:11])=[CH:9][C:4]=2[CH2:3][CH2:2]1.[Br:13]Br. (5) Given the product [I:26][C:2]1[S:3][C:4]([C:11]2[CH:16]=[CH:15][CH:14]=[CH:13][CH:12]=2)=[CH:5][C:6]=1[C:7]([O:9][CH3:10])=[O:8], predict the reactants needed to synthesize it. The reactants are: N[C:2]1[S:3][C:4]([C:11]2[CH:16]=[CH:15][CH:14]=[CH:13][CH:12]=2)=[CH:5][C:6]=1[C:7]([O:9][CH3:10])=[O:8].S(=O)(=O)(O)O.N([O-])=O.[Na+].[I-:26].[K+]. (6) Given the product [O:36]1[C:40]2[CH:41]=[CH:42][C:43]([CH2:45][NH:46][C:22]([C@@H:12]3[CH2:11][C:10](=[N:9][O:8][CH2:1][C:2]4[CH:3]=[CH:4][CH:5]=[CH:6][CH:7]=4)[CH2:14][N:13]3[C:15](=[O:17])[C:30]3[CH:29]=[CH:28][C:27]([C:25]#[N:26])=[CH:35][CH:34]=3)=[O:24])=[CH:44][C:39]=2[O:38][CH2:37]1, predict the reactants needed to synthesize it. The reactants are: [CH2:1]([O:8][N:9]=[C:10]1[CH2:14][N:13]([C:15]([O:17]C(C)(C)C)=O)[C@H:12]([C:22]([OH:24])=O)[CH2:11]1)[C:2]1[CH:7]=[CH:6][CH:5]=[CH:4][CH:3]=1.[C:25]([C:27]1[CH:35]=[CH:34][C:30](C(Cl)=O)=[CH:29][CH:28]=1)#[N:26].[O:36]1[C:40]2[CH:41]=[CH:42][C:43]([CH2:45][NH2:46])=[CH:44][C:39]=2[O:38][CH2:37]1. (7) Given the product [C:29]([O:33][C:34](=[O:46])[NH:35][CH:36]([C:39]1[CH:44]=[CH:43][C:42]([F:45])=[CH:41][CH:40]=1)[CH2:37][I:22])([CH3:32])([CH3:31])[CH3:30], predict the reactants needed to synthesize it. The reactants are: [Cl-].[Cl-].C1(P(C2C=CC=CC=2)C2C=CC=CC=2)C=CC=CC=1.[I:22]I.N1C=CN=C1.[C:29]([O:33][C:34](=[O:46])[NH:35][CH:36]([C:39]1[CH:44]=[CH:43][C:42]([F:45])=[CH:41][CH:40]=1)[CH2:37]O)([CH3:32])([CH3:31])[CH3:30]. (8) Given the product [CH3:3][C:4]1[S:5][C:6]2[CH:12]=[CH:11][C:10]([C:13]([O:15][CH3:16])=[O:14])=[CH:9][C:7]=2[N:8]=1, predict the reactants needed to synthesize it. The reactants are: [OH-].[Na+].[CH3:3][C:4]1[S:5][C:6]2[CH:12]=[CH:11][C:10]([CH:13]=[O:14])=[CH:9][C:7]=2[N:8]=1.[O:15]1CCC[CH2:16]1. (9) Given the product [CH2:21]([O:1][C:2]1[CH:7]=[CH:6][C:5]([O:8][CH3:9])=[C:4]([O:10][CH3:11])[CH:3]=1)[C:19]#[CH:18], predict the reactants needed to synthesize it. The reactants are: [OH:1][C:2]1[CH:7]=[CH:6][C:5]([O:8][CH3:9])=[C:4]([O:10][CH3:11])[CH:3]=1.C(=O)([O-])[O-].[K+].[K+].[CH3:18][C:19]([CH3:21])=O.C(Br)C#C.